Dataset: Peptide-MHC class I binding affinity with 185,985 pairs from IEDB/IMGT. Task: Regression. Given a peptide amino acid sequence and an MHC pseudo amino acid sequence, predict their binding affinity value. This is MHC class I binding data. (1) The peptide sequence is QEDKILKVGKF. The MHC is Mamu-B01 with pseudo-sequence Mamu-B01. The binding affinity (normalized) is 0. (2) The peptide sequence is AEWVLAYML. The MHC is HLA-B44:03 with pseudo-sequence HLA-B44:03. The binding affinity (normalized) is 0.851. (3) The peptide sequence is DEVEFLGHY. The MHC is HLA-A29:02 with pseudo-sequence HLA-A29:02. The binding affinity (normalized) is 0.402. (4) The peptide sequence is MLYPLLWMF. The MHC is HLA-B83:01 with pseudo-sequence HLA-B83:01. The binding affinity (normalized) is 0.213. (5) The binding affinity (normalized) is 0.717. The peptide sequence is TYLGPLSCK. The MHC is HLA-A11:01 with pseudo-sequence HLA-A11:01. (6) The peptide sequence is VVSYEAGEW. The binding affinity (normalized) is 0.0847. The MHC is HLA-A02:12 with pseudo-sequence HLA-A02:12. (7) The peptide sequence is ERLKIAGSL. The MHC is HLA-B40:01 with pseudo-sequence HLA-B40:01. The binding affinity (normalized) is 0.0481. (8) The peptide sequence is KQFYIFNTH. The MHC is HLA-A31:01 with pseudo-sequence HLA-A31:01. The binding affinity (normalized) is 0.689. (9) The peptide sequence is GRSCTEETF. The MHC is HLA-B27:05 with pseudo-sequence HLA-B27:05. The binding affinity (normalized) is 0.0847. (10) The peptide sequence is IPVHPRHPY. The MHC is HLA-B45:06 with pseudo-sequence HLA-B45:06. The binding affinity (normalized) is 0.213.